Dataset: Drug-target binding data from BindingDB using IC50 measurements. Task: Regression. Given a target protein amino acid sequence and a drug SMILES string, predict the binding affinity score between them. We predict pIC50 (pIC50 = -log10(IC50 in M); higher means more potent). Dataset: bindingdb_ic50. (1) The drug is CC(C)C1=Cc2ccc3c(c2C(=O)C1=O)CCCC3(C)C. The target protein (P00784) has sequence MAMIPSISKLLFVAICLFVYMGLSFGDFSIVGYSQNDLTSTERLIQLFESWMLKHNKIYKNIDEKIYRFEIFKDNLKYIDETNKKNNSYWLGLNVFADMSNDEFKEKYTGSIAGNYTTTELSYEEVLNDGDVNIPEYVDWRQKGAVTPVKNQGSCGSCWAFSAVVTIEGIIKIRTGNLNEYSEQELLDCDRRSYGCNGGYPWSALQLVAQYGIHYRNTYPYEGVQRYCRSREKGPYAAKTDGVRQVQPYNEGALLYSIANQPVSVVLEAAGKDFQLYRGGIFVGPCGNKVDHAVAAVGYGPNYILIKNSWGTGWGENGYIRIKRGTGNSYGVCGLYTSSFYPVKN. The pIC50 is 4.1. (2) The compound is Cn1c(=O)c(S(=O)(=O)c2ccc(F)cc2F)cc2cnc(Nc3ccc4[nH]ccc4c3)nc21. The target protein (Q15831) has sequence MEVVDPQQLGMFTEGELMSVGMDTFIHRIDSTEVIYQPRRKRAKLIGKYLMGDLLGEGSYGKVKEVLDSETLCRRAVKILKKKKLRRIPNGEANVKKEIQLLRRLRHKNVIQLVDVLYNEEKQKMYMVMEYCVCGMQEMLDSVPEKRFPVCQAHGYFCQLIDGLEYLHSQGIVHKDIKPGNLLLTTGGTLKISDLGVAEALHPFAADDTCRTSQGSPAFQPPEIANGLDTFSGFKVDIWSAGVTLYNITTGLYPFEGDNIYKLFENIGKGSYAIPGDCGPPLSDLLKGMLEYEPAKRFSIRQIRQHSWFRKKHPPAEAPVPIPPSPDTKDRWRSMTVVPYLEDLHGADEDEDLFDIEDDIIYTQDFTVPGQVPEEEASHNGQRRGLPKAVCMNGTEAAQLSTKSRAEGRAPNPARKACSASSKIRRLSACKQQ. The pIC50 is 5.0. (3) The drug is CCCCC/C(C)=C/Cc1[nH]c(=O)c(C)c(O)c1CCC. The target protein (P52505) has sequence MAVRVLCACVRRLPTAFAPLPRLPTLAAARPLSTTLFAAETRTRPGAPLPALVLAQVPGRVTQLCRQYSDAPPLTLEGIKDRVLYVLKLYDKIDPEKLSVNSHFMKDLGLDSLDQVEIIMAMEDEFGFEIPDIDAEKLMCPQEIVDYIADKKDVYE. The pIC50 is 6.0. (4) The compound is CNc1nc2ccccc2n1-c1nc2c(c(C3(S(C)(=O)=O)CC3)n1)OC[C@@H]1COCCN21. The target protein sequence is LAEFMEHSDKGPLPLRDDNGIVLLGERAAKCRAYAKALHYKELEFQKGPTPAILESLISINNKLQQPEAAAGVLEYAMKHFGELEIQATWYEKLHEWEDALVAYDKKMDTNKDDPELMLGRMRCLEALGEWGQLHQQCCEKWTLVNDETQAKMARMAAAAAWGLGQWDSMEEYTCMIPRDTHDGAFYRAVLALHQDLFSLAQQCIDKARDLLDAELTAMAGESYSRAYGAMVSCHMLSELEEVIQYKLVPERREIIRQIWWERLQGCQRIVEDWQKILMVRSLVVSPHEDMRTWLKYASLCGKSGRLALAHKTLVLLLGVDPSRQLDHPLPTVHPQVTYAYMKNMWKSARKIDAFQHMQHFVQTMQQQAQHAIATEDQQHKQELHKLMARCFLKLGEWQLNLQGINESTIPKVLQYYSAATEHDRSWYKAWHAWAVMNFEAVLHYKHQNQARDEKKKLRHASGANITNATTAATTAATATTTASTEGSNSESEAESTENS.... The pIC50 is 6.1. (5) The drug is CCCCC(=O)Nc1cncc(-c2cc3c(-c4nc5c(-c6ccoc6)cccc5[nH]4)n[nH]c3cn2)c1. The target protein (P04628) has sequence MGLWALLPGWVSATLLLALAALPAALAANSSGRWWGIVNVASSTNLLTDSKSLQLVLEPSLQLLSRKQRRLIRQNPGILHSVSGGLQSAVRECKWQFRNRRWNCPTAPGPHLFGKIVNRGCRETAFIFAITSAGVTHSVARSCSEGSIESCTCDYRRRGPGGPDWHWGGCSDNIDFGRLFGREFVDSGEKGRDLRFLMNLHNNEAGRTTVFSEMRQECKCHGMSGSCTVRTCWMRLPTLRAVGDVLRDRFDGASRVLYGNRGSNRASRAELLRLEPEDPAHKPPSPHDLVYFEKSPNFCTYSGRLGTAGTAGRACNSSSPALDGCELLCCGRGHRTRTQRVTERCNCTFHWCCHVSCRNCTHTRVLHECL. The pIC50 is 6.8. (6) The drug is Cc1c(NC(=O)c2cc3c(s2)CCCC3)cccc1-c1cn(C)c(=O)c(Nc2ccc([C@@H]3C(=O)N(C)CCN3C)cc2)n1. The target protein (P35991) has sequence MAAVILESIFLKRSQQKKKTSPLNFKKRLFLLTVHKLSYYEYDFERGRRGSKKGSIDVEKITCVETVIPEKNPPPERQIPRRGEESSEMEQISIIERFPYPFQVVYDEGPLYVFSPTEELRKRWIHQLKNVIRYNSDLVQKYHPCFWIDGQYLCCSQTAKNAMGCQILENRNGSLKPGSSHRKTKKPLPPTPEEDQILKKPLPPEPTAAPISTTELKKVVALYDYMPMNANDLQLRKGEEYFILEESNLPWWRARDKNGQEGYIPSNYITEAEDSIEMYEWYSKHMTRSQAEQLLKQEGKEGGFIVRDSSKAGKYTVSVFAKSTGEPQGVIRHYVVCSTPQSQYYLAEKHLFSTIPELINYHQHNSAGLISRLKYPVSKQNKNAPSTAGLGYGSWEIDPKDLTFLKELGTGQFGVVKYGKWRGQYDVAIKMIREGSMSEDEFIEEAKVMMNLSHEKLVQLYGVCTKQRPIFIITEYMANGCLLNYLREMRHRFQTQQLLE.... The pIC50 is 7.2. (7) The compound is CCCCCCNC(=O)n1ccc(=O)n(C)c1=O. The target protein (Q6P7S1) has sequence MLGRSLLTWVLAAAVTCAQAQQVPPWTEDCRKSTYPPSGPTYRGPVPWYTINLDLPPYKRWHELLAHKAPVLRTLVNSISNLVNAFVPSGKIMQMVDEKLPGLIGSIPGPFGEEMRGIADVTGIPLGEIISFNIFYELFTMCTSIITEDGKGHLLHGRNMDFGIFLGWNINNNTWVVTEELKPLTVNLDFQRNNKTVFKATSFAGYVGMLTGFKPGLLSLTLNERFSLNGGYLGILEWMFGKKNAQWVGFITRSVLENSTSYEEAKNILTKTKITAPAYFILGGNQSGEGCVITRERKESLDVYELDPKHGRWYVVQTNYDRWKNTLFLDDRRTPAKKCLNHTTQKNLSFATIYDVLSTKPVLNKLTVFTTLIDVTKDQFESHLRDCPDPCIGW. The pIC50 is 7.3.